Predict the product of the given reaction. From a dataset of Forward reaction prediction with 1.9M reactions from USPTO patents (1976-2016). (1) Given the reactants Cl[C:2]1[C:3](=[O:15])[N:4](C2CCCCO2)[N:5]=[CH:6][C:7]=1Cl.[F:16][C:17]1[CH:22]=[CH:21][CH:20]=[C:19]([F:23])[C:18]=1[OH:24].C[O:26][C:27](=[O:35])[CH:28](Br)[CH2:29][CH:30]1[CH2:33][CH2:32][CH2:31]1, predict the reaction product. The product is: [CH:30]1([CH2:29][CH:28]([N:4]2[C:3](=[O:15])[CH:2]=[C:7]([O:24][C:18]3[C:17]([F:16])=[CH:22][CH:21]=[CH:20][C:19]=3[F:23])[CH:6]=[N:5]2)[C:27]([OH:26])=[O:35])[CH2:33][CH2:32][CH2:31]1. (2) Given the reactants F[C:2]1[CH:3]=[CH:4][C:5]([N+:13]([O-:15])=[O:14])=[C:6]([NH:8][S:9]([CH3:12])(=[O:11])=[O:10])[CH:7]=1.[CH3:16][N:17]1[CH2:22][CH2:21][NH:20][CH2:19][CH2:18]1.CCO, predict the reaction product. The product is: [CH3:16][N:17]1[CH2:22][CH2:21][N:20]([C:2]2[CH:3]=[CH:4][C:5]([N+:13]([O-:15])=[O:14])=[C:6]([NH:8][S:9]([CH3:12])(=[O:11])=[O:10])[CH:7]=2)[CH2:19][CH2:18]1. (3) Given the reactants [OH-:1].[Na+].[Si]([O:20][CH2:21][C@@H:22]1C[C@H:23]1[CH2:25]C#N)(C(C)(C)C)(C1C=CC=CC=1)C1C=CC=CC=1.[CH3:28][CH2:29][OH:30], predict the reaction product. The product is: [OH:30][CH2:29][C@@H:28]1[CH2:25][C@H:23]1[CH2:22][C:21]([OH:20])=[O:1]. (4) Given the reactants Br[CH2:2][C:3]1[N:4]([CH3:28])[C:5]2[C:10]([N:11]=1)=[C:9]([N:12]1[CH2:17][CH2:16][O:15][CH2:14][CH2:13]1)[N:8]=[C:7]([N:18]1[C:22]3[CH:23]=[CH:24][CH:25]=[CH:26][C:21]=3[N:20]=[C:19]1[CH3:27])[N:6]=2.[CH3:29][N:30]1[CH2:35][CH2:34][CH:33]([NH2:36])[CH2:32][CH2:31]1, predict the reaction product. The product is: [CH3:29][N:30]1[CH2:35][CH2:34][CH:33]([NH:36][CH2:2][C:3]2[N:4]([CH3:28])[C:5]3[C:10]([N:11]=2)=[C:9]([N:12]2[CH2:17][CH2:16][O:15][CH2:14][CH2:13]2)[N:8]=[C:7]([N:18]2[C:22]4[CH:23]=[CH:24][CH:25]=[CH:26][C:21]=4[N:20]=[C:19]2[CH3:27])[N:6]=3)[CH2:32][CH2:31]1. (5) Given the reactants [Cl:1][C:2]1[CH:3]=[C:4]2[C:9](=[CH:10][CH:11]=1)[N:8]=[C:7](OS(C(F)(F)F)(=O)=O)[C:6]([C:20]([O:22][C:23]([CH3:26])([CH3:25])[CH3:24])=[O:21])=[C:5]2[C:27]1[CH:32]=[CH:31][CH:30]=[CH:29][CH:28]=1.[CH3:33][NH:34][CH:35]([CH3:37])[CH3:36], predict the reaction product. The product is: [C:23]([O:22][C:20]([C:6]1[C:7]([N:34]([CH:35]([CH3:37])[CH3:36])[CH3:33])=[N:8][C:9]2[C:4]([C:5]=1[C:27]1[CH:28]=[CH:29][CH:30]=[CH:31][CH:32]=1)=[CH:3][C:2]([Cl:1])=[CH:11][CH:10]=2)=[O:21])([CH3:25])([CH3:24])[CH3:26]. (6) Given the reactants [H-].[Na+].[Cl:3][C:4]1[CH:5]=[C:6]([CH2:21][OH:22])[CH:7]=[CH:8][C:9]=1[O:10][C:11]1[CH:16]=[CH:15][CH:14]=[C:13]([C:17]([F:20])([F:19])[F:18])[CH:12]=1.Cl[C:24]1[CH:25]=[C:26]2[N:33](C(OC(C)(C)C)=O)[CH2:32][CH2:31][N:27]2[C:28](=[O:30])[N:29]=1, predict the reaction product. The product is: [Cl:3][C:4]1[CH:5]=[C:6]([CH:7]=[CH:8][C:9]=1[O:10][C:11]1[CH:16]=[CH:15][CH:14]=[C:13]([C:17]([F:19])([F:20])[F:18])[CH:12]=1)[CH2:21][O:22][C:24]1[CH:25]=[C:26]2[NH:33][CH2:32][CH2:31][N:27]2[C:28](=[O:30])[N:29]=1. (7) Given the reactants [N:1]1[CH:6]=[CH:5][CH:4]=[C:3]([CH:7]=[N:8][S:9]([CH2:12][CH2:13][Si:14]([CH3:17])([CH3:16])[CH3:15])(=[O:11])=[O:10])[CH:2]=1.CO/[CH:20]=[CH:21]/[C:22]([O:24][Si](C)(C)C)=[CH2:23], predict the reaction product. The product is: [CH3:15][Si:14]([CH3:17])([CH3:16])[CH2:13][CH2:12][S:9]([N:8]1[CH:20]=[CH:21][C:22](=[O:24])[CH2:23][CH:7]1[C:3]1[CH:2]=[N:1][CH:6]=[CH:5][CH:4]=1)(=[O:11])=[O:10].